This data is from Peptide-MHC class II binding affinity with 134,281 pairs from IEDB. The task is: Regression. Given a peptide amino acid sequence and an MHC pseudo amino acid sequence, predict their binding affinity value. This is MHC class II binding data. (1) The peptide sequence is DYGGVKKIHIPSEK. The MHC is DRB1_0301 with pseudo-sequence DRB1_0301. The binding affinity (normalized) is 0. (2) The peptide sequence is DVKFPGGGQIVKGVY. The MHC is HLA-DQA10501-DQB10301 with pseudo-sequence HLA-DQA10501-DQB10301. The binding affinity (normalized) is 0.728. (3) The peptide sequence is SPKGISRMSMAMGTM. The MHC is DRB1_0405 with pseudo-sequence DRB1_0405. The binding affinity (normalized) is 0.359. (4) The peptide sequence is KTQIDQVESTAGSLQ. The MHC is DRB5_0101 with pseudo-sequence DRB5_0101. The binding affinity (normalized) is 0.155. (5) The peptide sequence is MPFVTTQPEALAAAA. The MHC is HLA-DPA10301-DPB10402 with pseudo-sequence HLA-DPA10301-DPB10402. The binding affinity (normalized) is 0.519. (6) The peptide sequence is IFSQNMNIKLQMPLY. The MHC is HLA-DPA10103-DPB10301 with pseudo-sequence HLA-DPA10103-DPB10301. The binding affinity (normalized) is 0.180.